This data is from Catalyst prediction with 721,799 reactions and 888 catalyst types from USPTO. The task is: Predict which catalyst facilitates the given reaction. (1) Reactant: Br[C:2]1[CH:17]=[C:16]2[C:5]([CH2:6][C:7]([CH3:19])([CH3:18])[CH2:8][C:9]32[CH2:14][CH2:13][O:12][C:11]([NH2:15])=[N:10]3)=[CH:4][CH:3]=1.[N:20]1[CH:25]=[C:24](B(O)O)[CH:23]=[N:22][CH:21]=1.C(=O)([O-])[O-].[Na+].[Na+]. Product: [CH3:18][C:7]1([CH3:19])[CH2:6][C:5]2[C:16](=[CH:17][C:2]([C:24]3[CH:25]=[N:20][CH:21]=[N:22][CH:23]=3)=[CH:3][CH:4]=2)[C:9]2([CH2:14][CH2:13][O:12][C:11]([NH2:15])=[N:10]2)[CH2:8]1. The catalyst class is: 225. (2) Reactant: Cl[C:2]1[N:3]=[C:4]([NH2:20])[C:5]2[N:6]=[CH:7][N:8]([C:18]=2[N:19]=1)[C@@H:9]1[O:17][C@H:14]([CH2:15][OH:16])[C@@H:12]([OH:13])[C@H:10]1[OH:11].[Cl:21][C:22]1[CH:23]=[C:24]([N:29]2[CH2:34][CH2:33][NH:32][CH2:31][CH2:30]2)[CH:25]=[CH:26][C:27]=1[Cl:28]. Product: [NH2:20][C:4]1[N:3]=[C:2]([N:32]2[CH2:31][CH2:30][N:29]([C:24]3[CH:25]=[CH:26][C:27]([Cl:28])=[C:22]([Cl:21])[CH:23]=3)[CH2:34][CH2:33]2)[N:19]=[C:18]2[C:5]=1[N:6]=[CH:7][N:8]2[C@H:9]1[C@H:10]([OH:11])[C@H:12]([OH:13])[C@@H:14]([CH2:15][OH:16])[O:17]1. The catalyst class is: 1. (3) Reactant: C([N:4]1[C:12]2[C:7](=[C:8]([C:14]([F:17])([F:16])[F:15])[C:9]([Br:13])=[CH:10][CH:11]=2)[CH2:6][CH:5]1[CH3:18])(=O)C.[OH-].[Na+]. Product: [Br:13][C:9]1[C:8]([C:14]([F:16])([F:15])[F:17])=[C:7]2[C:12](=[CH:11][CH:10]=1)[NH:4][CH:5]([CH3:18])[CH2:6]2. The catalyst class is: 24. (4) Reactant: [Br:1][C:2]1[CH:9]=[C:8](F)[CH:7]=[CH:6][C:3]=1[C:4]#[N:5].[NH2:11][CH2:12][C@@H:13]([NH:17][C:18](=[O:24])[O:19][C:20]([CH3:23])([CH3:22])[CH3:21])[CH2:14][O:15][CH3:16].CCN(C(C)C)C(C)C. Product: [Br:1][C:2]1[CH:9]=[C:8]([NH:11][CH2:12][C@@H:13]([NH:17][C:18](=[O:24])[O:19][C:20]([CH3:22])([CH3:21])[CH3:23])[CH2:14][O:15][CH3:16])[CH:7]=[CH:6][C:3]=1[C:4]#[N:5]. The catalyst class is: 197. (5) Reactant: Br[C:2]1[CH:7]=[CH:6][C:5]([CH3:8])=[CH:4][N:3]=1.[CH:9]([C:11]1[CH:16]=[CH:15][C:14](B(O)O)=[CH:13][CH:12]=1)=[O:10].C(=O)([O-])[O-].[K+].[K+]. Product: [CH3:8][C:5]1[CH:6]=[CH:7][C:2]([C:14]2[CH:15]=[CH:16][C:11]([CH:9]=[O:10])=[CH:12][CH:13]=2)=[N:3][CH:4]=1. The catalyst class is: 73. (6) Reactant: [CH:1]1([C:4]2[C:9]([CH2:10]O)=[CH:8][N:7]=[C:6]([C:12]3[CH:17]=[CH:16][CH:15]=[C:14]([C:18]([F:21])([F:20])[F:19])[CH:13]=3)[N:5]=2)[CH2:3][CH2:2]1.O=S(Cl)[Cl:24]. Product: [Cl:24][CH2:10][C:9]1[C:4]([CH:1]2[CH2:3][CH2:2]2)=[N:5][C:6]([C:12]2[CH:17]=[CH:16][CH:15]=[C:14]([C:18]([F:21])([F:20])[F:19])[CH:13]=2)=[N:7][CH:8]=1. The catalyst class is: 2.